Dataset: Catalyst prediction with 721,799 reactions and 888 catalyst types from USPTO. Task: Predict which catalyst facilitates the given reaction. Reactant: Cl[C:2]1[CH:3]=[CH:4][C:5]([N+:25]([O-:27])=[O:26])=[C:6]([CH:24]=1)[C:7]([NH:9][C:10]1[CH:15]=[N:14][C:13]([C:16]2[CH:21]=[CH:20][C:19]([CH3:22])=[C:18]([CH3:23])[CH:17]=2)=[CH:12][N:11]=1)=[O:8].[NH:28]1[CH2:33][CH2:32][CH2:31][CH2:30][CH2:29]1.C(=O)([O-])[O-].[K+].[K+]. Product: [CH3:23][C:18]1[CH:17]=[C:16]([C:13]2[N:14]=[CH:15][C:10]([NH:9][C:7](=[O:8])[C:6]3[CH:24]=[C:2]([N:28]4[CH2:33][CH2:32][CH2:31][CH2:30][CH2:29]4)[CH:3]=[CH:4][C:5]=3[N+:25]([O-:27])=[O:26])=[N:11][CH:12]=2)[CH:21]=[CH:20][C:19]=1[CH3:22]. The catalyst class is: 9.